This data is from Catalyst prediction with 721,799 reactions and 888 catalyst types from USPTO. The task is: Predict which catalyst facilitates the given reaction. (1) Reactant: [F:1][C:2]([F:16])([F:15])[CH2:3][NH:4][C:5]1[CH:6]=[C:7]([C:13]#[N:14])[C:8]([C:11]#[N:12])=[CH:9][CH:10]=1.C([O-])([O-])=O.[Cs+].[Cs+].Br[CH2:24][C:25]([O:27][CH3:28])=[O:26]. Product: [C:13]([C:7]1[CH:6]=[C:5]([N:4]([CH2:3][C:2]([F:15])([F:16])[F:1])[CH2:24][C:25]([O:27][CH3:28])=[O:26])[CH:10]=[CH:9][C:8]=1[C:11]#[N:12])#[N:14]. The catalyst class is: 23. (2) Reactant: [CH2:1]([O:3][P:4]([CH2:9][CH2:10][C@@:11]1([NH:30]C(=O)OC(C)(C)C)[CH2:15][CH2:14][C@H:13]([C:16]2[CH:21]=[CH:20][C:19]([CH2:22][CH2:23][CH2:24][CH2:25][CH2:26][CH2:27][CH2:28][CH3:29])=[CH:18][CH:17]=2)[CH2:12]1)([O:6][CH2:7][CH3:8])=[O:5])[CH3:2].C(O)(C(F)(F)F)=O.CCCCCCC. Product: [NH2:30][C@:11]1([CH2:10][CH2:9][P:4](=[O:5])([O:3][CH2:1][CH3:2])[O:6][CH2:7][CH3:8])[CH2:15][CH2:14][C@H:13]([C:16]2[CH:21]=[CH:20][C:19]([CH2:22][CH2:23][CH2:24][CH2:25][CH2:26][CH2:27][CH2:28][CH3:29])=[CH:18][CH:17]=2)[CH2:12]1. The catalyst class is: 4. (3) Reactant: [CH2:1]([O:3][C:4]([C:6]1[CH:7]=[N:8][N:9]2[C:14]([C:15]3[CH:20]=[CH:19][CH:18]=[C:17]([NH2:21])[CH:16]=3)=[CH:13][CH:12]=[N:11][C:10]=12)=[O:5])[CH3:2].N1C=CC=CC=1.[F:28][C:29]([F:40])([F:39])[C:30]1[CH:31]=[C:32]([CH:36]=[CH:37][CH:38]=1)[C:33](Cl)=[O:34]. Product: [CH2:1]([O:3][C:4]([C:6]1[CH:7]=[N:8][N:9]2[C:14]([C:15]3[CH:20]=[CH:19][CH:18]=[C:17]([NH:21][C:33](=[O:34])[C:32]4[CH:36]=[CH:37][CH:38]=[C:30]([C:29]([F:28])([F:39])[F:40])[CH:31]=4)[CH:16]=3)=[CH:13][CH:12]=[N:11][C:10]=12)=[O:5])[CH3:2]. The catalyst class is: 2. (4) Reactant: [C:1]([S:5][C:6]1[CH:11]=[CH:10][C:9](B2OC(C)(C)C(C)(C)O2)=[CH:8][CH:7]=1)([CH3:4])([CH3:3])[CH3:2].Br[C:22]1([O:49][C:50]2(Br)[C:55]([F:56])=[C:54]([F:57])[C:53]([C:69]3[CH:74]=[CH:73][CH:72]=[CH:71][CH:70]=3)([C:58]3[C:63]([F:64])=[C:62]([F:65])[C:61]([F:66])=[C:60]([F:67])[C:59]=3[F:68])[C:52]([F:75])=[C:51]2[F:76])[C:27]([F:28])=[C:26]([F:29])[C:25]([C:41]2[CH:46]=[CH:45][CH:44]=[CH:43][CH:42]=2)([C:30]2[C:35]([F:36])=[C:34]([F:37])[C:33]([F:38])=[C:32]([F:39])[C:31]=2[F:40])[C:24]([F:47])=[C:23]1[F:48].C(=O)([O-])[O-].[Na+].[Na+]. Product: [C:1]([S:5][C:6]1[CH:11]=[CH:10][C:9]([C:44]2[CH:43]=[CH:42][C:41]([C:25]3([C:30]4[C:35]([F:36])=[C:34]([F:37])[C:33]([F:38])=[C:32]([F:39])[C:31]=4[F:40])[C:24]([F:47])=[C:23]([F:48])[C:22]([O:49][C:50]4[C:55]([F:56])=[C:54]([F:57])[C:53]([C:69]5[CH:70]=[CH:71][C:72]([C:9]6[CH:8]=[CH:7][C:6]([S:5][C:1]([CH3:2])([CH3:3])[CH3:4])=[CH:11][CH:10]=6)=[CH:73][CH:74]=5)([C:58]5[C:63]([F:64])=[C:62]([F:65])[C:61]([F:66])=[C:60]([F:67])[C:59]=5[F:68])[CH:52]([F:75])[C:51]=4[F:76])=[C:27]([F:28])[CH:26]3[F:29])=[CH:46][CH:45]=2)=[CH:8][CH:7]=1)([CH3:4])([CH3:2])[CH3:3]. The catalyst class is: 206. (5) Reactant: [CH3:1][O:2][C:3]([C@H:5]1[CH2:10][CH2:9][C@H:8]([C:11]2[CH:15]=[C:14]([CH3:16])[O:13][N:12]=2)[CH2:7][CH2:6]1)=[O:4].[B-](F)(F)(F)[F:18].[B-](F)(F)(F)F.C1[N+]2(CCl)CC[N+](F)(CC2)C1. Product: [CH3:1][O:2][C:3]([C@H:5]1[CH2:6][CH2:7][C@H:8]([C:11]2[C:15]([F:18])=[C:14]([CH3:16])[O:13][N:12]=2)[CH2:9][CH2:10]1)=[O:4]. The catalyst class is: 10. (6) Reactant: [CH3:1][O-:2].[Na+].[Br:4][C:5]1[CH:6]=[C:7]2[C:12](=[CH:13][CH:14]=1)[N:11]=[C:10](Cl)[CH:9]=[C:8]2[Cl:16].O. Product: [Br:4][C:5]1[CH:6]=[C:7]2[C:12](=[CH:13][CH:14]=1)[N:11]=[C:10]([O:2][CH3:1])[CH:9]=[C:8]2[Cl:16]. The catalyst class is: 11. (7) Reactant: [C:1]([O:5][C:6]([N:8]1[CH2:13][CH2:12][N:11]([S:14]([C:17]2[CH:18]=[C:19]([CH:23]=[CH:24][C:25]=2[Cl:26])[C:20](O)=[O:21])(=[O:16])=[O:15])[CH2:10][CH2:9]1)=[O:7])([CH3:4])([CH3:3])[CH3:2].[Cl-].[CH3:28][NH2+:29][CH3:30].Cl.CN(C)CCCN=C=NCC.C1C=CC2N(O)N=NC=2C=1.CCN(CC)CC. Product: [Cl:26][C:25]1[CH:24]=[CH:23][C:19]([C:20]([N:29]([CH3:30])[CH3:28])=[O:21])=[CH:18][C:17]=1[S:14]([N:11]1[CH2:10][CH2:9][N:8]([C:6]([O:5][C:1]([CH3:3])([CH3:4])[CH3:2])=[O:7])[CH2:13][CH2:12]1)(=[O:15])=[O:16]. The catalyst class is: 2. (8) Reactant: [NH2:1][C:2]1[CH:7]=[CH:6][C:5]([CH2:8][C:9]#[N:10])=[CH:4][C:3]=1[C:11]1[CH2:16][CH2:15][C:14]([CH3:18])([CH3:17])[CH2:13][CH:12]=1.[N:19]([Sn:22]([CH3:25])([CH3:24])[CH3:23])=[N+:20]=[N-:21]. Product: [CH3:17][C:14]1([CH3:18])[CH2:15][CH2:16][C:11]([C:3]2[CH:4]=[C:5]([CH2:8][C:9]3[N:19]([Sn:22]([CH3:25])([CH3:24])[CH3:23])[N:20]=[N:21][N:10]=3)[CH:6]=[CH:7][C:2]=2[NH2:1])=[CH:12][CH2:13]1. The catalyst class is: 11.